Dataset: Catalyst prediction with 721,799 reactions and 888 catalyst types from USPTO. Task: Predict which catalyst facilitates the given reaction. (1) Reactant: [Br:1][C:2]1[CH:3]=[N:4][C:5]([NH:8][CH2:9][CH2:10][C@H:11]2[CH2:16][CH2:15][C@H:14]([CH2:17][OH:18])[CH2:13][CH2:12]2)=[N:6][CH:7]=1.[CH3:19][S:20](Cl)(=[O:22])=[O:21].N1C(C)=CC=CC=1C.O. Product: [Br:1][C:2]1[CH:7]=[N:6][C:5]([NH:8][CH2:9][CH2:10][C@H:11]2[CH2:16][CH2:15][C@H:14]([CH2:17][O:18][S:20]([CH3:19])(=[O:22])=[O:21])[CH2:13][CH2:12]2)=[N:4][CH:3]=1. The catalyst class is: 2. (2) Reactant: CO[CH:3](OC)[N:4]([CH3:6])[CH3:5].[CH:9]12[CH2:18][CH:13]3[CH2:14][CH:15]([CH2:17][CH:11]([CH2:12]3)[CH:10]1[NH:19][C:20](=[O:28])[CH2:21][C:22](=[O:27])[C:23]([CH3:26])([CH3:25])[CH3:24])[CH2:16]2. Product: [CH:9]12[CH2:16][CH:15]3[CH2:14][CH:13]([CH2:12][CH:11]([CH2:17]3)[CH:10]1[NH:19][C:20](=[O:28])[C:21](=[CH:3][N:4]([CH3:5])[CH3:6])[C:22](=[O:27])[C:23]([CH3:24])([CH3:25])[CH3:26])[CH2:18]2. The catalyst class is: 12.